This data is from Forward reaction prediction with 1.9M reactions from USPTO patents (1976-2016). The task is: Predict the product of the given reaction. Given the reactants [Cl:1][C:2]1[CH:10]=[C:9]2[C:5]([C:6]([C:11]([N:13]3[CH2:18][CH2:17][N:16]([C:19]4[CH:24]=[CH:23][CH:22]=[CH:21][C:20]=4[F:25])[CH2:15][CH2:14]3)=[O:12])=[CH:7][NH:8]2)=[CH:4][CH:3]=1.Br[CH2:27][C:28]([OH:30])=[O:29], predict the reaction product. The product is: [Cl:1][C:2]1[CH:10]=[C:9]2[C:5]([C:6]([C:11]([N:13]3[CH2:18][CH2:17][N:16]([C:19]4[CH:24]=[CH:23][CH:22]=[CH:21][C:20]=4[F:25])[CH2:15][CH2:14]3)=[O:12])=[CH:7][N:8]2[CH2:27][C:28]([OH:30])=[O:29])=[CH:4][CH:3]=1.